Dataset: Peptide-MHC class I binding affinity with 185,985 pairs from IEDB/IMGT. Task: Regression. Given a peptide amino acid sequence and an MHC pseudo amino acid sequence, predict their binding affinity value. This is MHC class I binding data. The peptide sequence is KPHETAIKEV. The MHC is HLA-B35:01 with pseudo-sequence HLA-B35:01. The binding affinity (normalized) is 0.